From a dataset of Forward reaction prediction with 1.9M reactions from USPTO patents (1976-2016). Predict the product of the given reaction. (1) Given the reactants [Cl:1][C:2]1[C:3]([N:8]2[CH2:13][CH2:12][N:11]([CH2:14][C:15]3[CH:16]=[N:17][N:18]([CH3:21])[C:19]=3[CH3:20])[CH2:10][CH2:9]2)=[N:4][CH:5]=[CH:6][N:7]=1.C(=O)([O-])[O-].[K+].[K+].CC1(C)C(C)(C)OB([C:36]2[CH:41]=[CH:40][C:39]([C:42]3[O:46][CH:45]=[N:44][CH:43]=3)=[CH:38][CH:37]=2)O1, predict the reaction product. The product is: [ClH:1].[CH3:21][N:18]1[C:19]([CH3:20])=[C:15]([CH2:14][N:11]2[CH2:12][CH2:13][N:8]([C:3]3[C:2]([C:36]4[CH:37]=[CH:38][C:39]([C:42]5[O:46][CH:45]=[N:44][CH:43]=5)=[CH:40][CH:41]=4)=[N:7][CH:6]=[CH:5][N:4]=3)[CH2:9][CH2:10]2)[CH:16]=[N:17]1. (2) The product is: [CH3:1][C:2]1[CH:3]=[C:4]([NH:9][C:10]2[CH:11]=[CH:12][C:13]3[N:14]([C:16]([C:19]([OH:21])=[O:20])=[CH:17][N:18]=3)[N:15]=2)[CH:5]=[C:6]([CH3:8])[CH:7]=1. Given the reactants [CH3:1][C:2]1[CH:3]=[C:4]([NH:9][C:10]2[CH:11]=[CH:12][C:13]3[N:14]([C:16]([C:19]([O:21]CC)=[O:20])=[CH:17][N:18]=3)[N:15]=2)[CH:5]=[C:6]([CH3:8])[CH:7]=1.[Li+].[OH-].[OH-].[Na+], predict the reaction product. (3) Given the reactants Cl[CH2:2][O:3][C:4](=[O:31])[N:5]([C:28](=[O:30])[CH3:29])[CH2:6][C@@H:7]1[O:11][C:10](=[O:12])[N:9]([C:13]2[CH:18]=[CH:17][C:16]([CH:19]3[CH2:24][CH2:23][S:22](=[O:26])(=[O:25])[CH2:21][CH2:20]3)=[C:15]([F:27])[CH:14]=2)[CH2:8]1.[C:32]([O-:40])(=[O:39])[C:33]1[CH:38]=[CH:37][N:36]=[CH:35][CH:34]=1.[Cs+].[I-].[Na+].O, predict the reaction product. The product is: [C:28]([N:5]([CH2:6][C@@H:7]1[O:11][C:10](=[O:12])[N:9]([C:13]2[CH:18]=[CH:17][C:16]([CH:19]3[CH2:24][CH2:23][S:22](=[O:26])(=[O:25])[CH2:21][CH2:20]3)=[C:15]([F:27])[CH:14]=2)[CH2:8]1)[C:4]([O:3][CH2:2][O:40][C:32](=[O:39])[C:33]1[CH:38]=[CH:37][N:36]=[CH:35][CH:34]=1)=[O:31])(=[O:30])[CH3:29]. (4) Given the reactants O[CH2:2][C:3]1[CH:30]=[C:6]2[CH2:7][N:8]([C:12]([O:14][CH2:15][C:16]3[CH:21]=[C:20]([C:22]([F:25])([F:24])[F:23])[CH:19]=[C:18]([C:26]([F:29])([F:28])[F:27])[CH:17]=3)=[O:13])[CH2:9][CH2:10][CH2:11][N:5]2[N:4]=1.P(Br)(Br)[Br:32].C(Cl)Cl, predict the reaction product. The product is: [Br:32][CH2:2][C:3]1[CH:30]=[C:6]2[CH2:7][N:8]([C:12]([O:14][CH2:15][C:16]3[CH:21]=[C:20]([C:22]([F:25])([F:24])[F:23])[CH:19]=[C:18]([C:26]([F:29])([F:28])[F:27])[CH:17]=3)=[O:13])[CH2:9][CH2:10][CH2:11][N:5]2[N:4]=1.